Predict which catalyst facilitates the given reaction. From a dataset of Catalyst prediction with 721,799 reactions and 888 catalyst types from USPTO. (1) The catalyst class is: 1. Reactant: [NH:1]1[CH2:5][CH2:4][CH2:3][CH2:2]1.[CH3:6][C:7]([CH:9]=[CH2:10])=[O:8].[BH4-].[Na+]. Product: [N:1]1([CH2:10][CH2:9][CH:7]([OH:8])[CH3:6])[CH2:5][CH2:4][CH2:3][CH2:2]1. (2) Reactant: C(NC(C)C)(C)C.C([Li])CCC.[CH2:13]([SnH:17]([CH2:22][CH2:23][CH2:24][CH3:25])[CH2:18][CH2:19][CH2:20][CH3:21])[CH2:14][CH2:15][CH3:16].[CH2:26]=[O:27]. Product: [CH2:22]([Sn:17]([CH2:26][OH:27])([CH2:13][CH2:14][CH2:15][CH3:16])[CH2:18][CH2:19][CH2:20][CH3:21])[CH2:23][CH2:24][CH3:25]. The catalyst class is: 132. (3) Reactant: Br[C:2]1[CH:3]=[N:4][CH:5]=[C:6]([O:8][CH2:9][C@@H:10]2[CH2:14][CH2:13][CH2:12][N:11]2[C:15]([O:17][C:18]([CH3:21])([CH3:20])[CH3:19])=[O:16])[CH:7]=1.[O:22]([CH2:29][CH2:30][CH:31]1[CH2:36][CH2:35][NH:34][CH2:33][CH2:32]1)[C:23]1[CH:28]=[CH:27][CH:26]=[CH:25][CH:24]=1.CC(C)([O-])C.[Na+].C1(P(C2C=CC=CC=2)C2C3OC4C(=CC=CC=4P(C4C=CC=CC=4)C4C=CC=CC=4)C(C)(C)C=3C=CC=2)C=CC=CC=1. Product: [C:18]([O:17][C:15]([N:11]1[CH2:12][CH2:13][CH2:14][C@H:10]1[CH2:9][O:8][C:6]1[CH:5]=[N:4][CH:3]=[C:2]([N:34]2[CH2:35][CH2:36][CH:31]([CH2:30][CH2:29][O:22][C:23]3[CH:24]=[CH:25][CH:26]=[CH:27][CH:28]=3)[CH2:32][CH2:33]2)[CH:7]=1)=[O:16])([CH3:21])([CH3:20])[CH3:19]. The catalyst class is: 101. (4) Product: [CH3:1][N:2]1[C:10]2[C:9]([O:11][C:12]3[CH:13]=[CH:14][C:15]([NH:22][C:39]([NH:38][C:34]4[CH:35]=[CH:36][CH:37]=[C:32]([C:31]([F:30])([F:41])[F:42])[CH:33]=4)=[O:40])=[C:16]4[C:21]=3[N:20]=[CH:19][CH:18]=[CH:17]4)=[N:8][CH:7]=[N:6][C:5]=2[CH:4]=[CH:3]1. The catalyst class is: 7. Reactant: [CH3:1][N:2]1[C:10]2[C:9]([O:11][C:12]3[C:21]4[N:20]=[CH:19][CH:18]=[CH:17][C:16]=4[C:15]([NH2:22])=[CH:14][CH:13]=3)=[N:8][CH:7]=[N:6][C:5]=2[CH:4]=[CH:3]1.C(N(CC)CC)C.[F:30][C:31]([F:42])([F:41])[C:32]1[CH:33]=[C:34]([N:38]=[C:39]=[O:40])[CH:35]=[CH:36][CH:37]=1.